Dataset: Merck oncology drug combination screen with 23,052 pairs across 39 cell lines. Task: Regression. Given two drug SMILES strings and cell line genomic features, predict the synergy score measuring deviation from expected non-interaction effect. (1) Drug 1: CC(=O)OC1C(=O)C2(C)C(O)CC3OCC3(OC(C)=O)C2C(OC(=O)c2ccccc2)C2(O)CC(OC(=O)C(O)C(NC(=O)c3ccccc3)c3ccccc3)C(C)=C1C2(C)C. Drug 2: Cn1cc(-c2cnn3c(N)c(Br)c(C4CCCNC4)nc23)cn1. Cell line: NCIH2122. Synergy scores: synergy=-262. (2) Drug 2: CCC1=CC2CN(C1)Cc1c([nH]c3ccccc13)C(C(=O)OC)(c1cc3c(cc1OC)N(C)C1C(O)(C(=O)OC)C(OC(C)=O)C4(CC)C=CCN5CCC31C54)C2. Cell line: T47D. Synergy scores: synergy=-8.71. Drug 1: N#Cc1ccc(Cn2cncc2CN2CCN(c3cccc(Cl)c3)C(=O)C2)cc1.